From a dataset of Full USPTO retrosynthesis dataset with 1.9M reactions from patents (1976-2016). Predict the reactants needed to synthesize the given product. (1) The reactants are: [F:1][C:2]1[CH:9]=[CH:8][C:5]([CH:6]=[O:7])=[CH:4][C:3]=1[O:10][CH3:11].[CH2:12]([Mg]Cl)[C:13]1[CH:18]=[CH:17][CH:16]=[CH:15][CH:14]=1. Given the product [F:1][C:2]1[CH:9]=[CH:8][C:5]([CH:6]([OH:7])[CH2:12][C:13]2[CH:18]=[CH:17][CH:16]=[CH:15][CH:14]=2)=[CH:4][C:3]=1[O:10][CH3:11], predict the reactants needed to synthesize it. (2) Given the product [C:1]([O:5][C:6](=[O:22])[N:7]([CH3:8])[CH:9]1[CH2:21][CH2:20][C:12](=[O:13])[CH2:11][CH2:10]1)([CH3:4])([CH3:3])[CH3:2], predict the reactants needed to synthesize it. The reactants are: [C:1]([O:5][C:6](=[O:22])[N:7]([CH:9]1[CH2:21][CH2:20][C:12]2(OCC(C)(C)C[O:13]2)[CH2:11][CH2:10]1)[CH3:8])([CH3:4])([CH3:3])[CH3:2].CC1C=CC(S([O-])(=O)=O)=CC=1.C1C=C[NH+]=CC=1. (3) Given the product [Cl:8][C:6]1[CH:5]=[CH:4][C:3]([N+:9]([O-:11])=[O:10])=[C:2]([CH:7]=1)[O:24][C:19]1[CH:20]=[CH:21][CH:22]=[CH:23][C:18]=1[C:12]1[CH:13]=[CH:14][CH:15]=[CH:16][CH:17]=1, predict the reactants needed to synthesize it. The reactants are: Cl[C:2]1[CH:7]=[C:6]([Cl:8])[CH:5]=[CH:4][C:3]=1[N+:9]([O-:11])=[O:10].[C:12]1([C:18]2[CH:23]=[CH:22][CH:21]=[CH:20][C:19]=2[OH:24])[CH:17]=[CH:16][CH:15]=[CH:14][CH:13]=1.C(=O)([O-])[O-].[K+].[K+].